This data is from Full USPTO retrosynthesis dataset with 1.9M reactions from patents (1976-2016). The task is: Predict the reactants needed to synthesize the given product. (1) The reactants are: [N:1]1([C:7]2[N:8]=[C:9]([CH2:14][C:15]([O-:17])=O)[NH:10][C:11](=[O:13])[CH:12]=2)[CH2:6][CH2:5][O:4][CH2:3][CH2:2]1.[Na+].[Cl:19][C:20]1[C:28]([F:29])=[CH:27][CH:26]=[C:25]2[C:21]=1[CH2:22][CH:23]([CH3:30])[NH:24]2. Given the product [Cl:19][C:20]1[C:28]([F:29])=[CH:27][CH:26]=[C:25]2[C:21]=1[CH2:22][CH:23]([CH3:30])[N:24]2[C:15](=[O:17])[CH2:14][C:9]1[NH:10][C:11](=[O:13])[CH:12]=[C:7]([N:1]2[CH2:2][CH2:3][O:4][CH2:5][CH2:6]2)[N:8]=1, predict the reactants needed to synthesize it. (2) Given the product [F:6][C:7]1[CH:12]=[CH:11][C:10]([CH:13]([CH2:18][NH:36][CH:33]([CH3:35])[CH3:34])[C:14]([O:16][CH3:17])=[O:15])=[CH:9][CH:8]=1, predict the reactants needed to synthesize it. The reactants are: CS(Cl)(=O)=O.[F:6][C:7]1[CH:12]=[CH:11][C:10]([CH:13]([CH2:18]O)[C:14]([O:16][CH3:17])=[O:15])=[CH:9][CH:8]=1.FC1C=CC(C(=C)C(OC)=O)=CC=1.[CH:33]([NH2:36])([CH3:35])[CH3:34]. (3) Given the product [CH2:7]([N:2]1[CH2:1][CH2:11][C@H:9]([CH:8]([NH:38][CH3:37])[C:31]([OH:32])=[O:34])[C@@H:4]([CH:17]=[CH2:18])[CH2:3]1)[CH2:6][CH2:30][CH2:29][CH2:28][CH2:27][CH3:26], predict the reactants needed to synthesize it. The reactants are: [CH3:1][N:2]1[CH2:7][CH2:6]O[CH2:4][CH2:3]1.[CH2:8](OC(Cl)=O)[CH:9]([CH3:11])C.F[C:17](F)(F)[C:18](O)=O.ICC[CH2:26][CH2:27][CH2:28][CH2:29][CH3:30].[C:31](=[O:34])([O-])[O-:32].[K+].[K+].[CH3:37][N:38](C)C=O. (4) Given the product [CH3:37][O:36][C:31]1[CH:32]=[CH:33][CH:34]=[CH:35][C:30]=1[C:4]([C:6]1[N:7]=[CH:8][N:9]([C:11]2[CH:12]=[C:13]([C:17]3[CH:22]=[CH:21][CH:20]=[CH:19][C:18]=3[O:23][C:24]([F:27])([F:25])[F:26])[CH:14]=[CH:15][CH:16]=2)[CH:10]=1)=[O:5], predict the reactants needed to synthesize it. The reactants are: CON(C)[C:4]([C:6]1[N:7]=[CH:8][N:9]([C:11]2[CH:12]=[C:13]([C:17]3[CH:22]=[CH:21][CH:20]=[CH:19][C:18]=3[O:23][C:24]([F:27])([F:26])[F:25])[CH:14]=[CH:15][CH:16]=2)[CH:10]=1)=[O:5].Br[C:30]1[CH:35]=[CH:34][CH:33]=[CH:32][C:31]=1[O:36][CH3:37].